This data is from Catalyst prediction with 721,799 reactions and 888 catalyst types from USPTO. The task is: Predict which catalyst facilitates the given reaction. (1) Reactant: C[O:2][C:3](=O)[C:4]1[CH:9]=[C:8]([F:10])[CH:7]=[C:6]([N+:11]([O-])=O)[C:5]=1[CH2:14][N:15]=[N+]=[N-].C(O)C. Product: [NH2:11][C:6]1[CH:7]=[C:8]([F:10])[CH:9]=[C:4]2[C:5]=1[CH2:14][NH:15][C:3]2=[O:2]. The catalyst class is: 331. (2) Reactant: C(OC(=O)[NH:7][CH2:8][CH2:9][CH:10]1[CH2:15][CH2:14][N:13]([C:16]2[C:25]3[C:20](=[N:21][CH:22]=[C:23]([O:26][CH3:27])[CH:24]=3)[N:19]=[CH:18][CH:17]=2)[CH2:12][CH2:11]1)(C)(C)C.C(O)(C(F)(F)F)=O. Product: [CH3:27][O:26][C:23]1[CH:24]=[C:25]2[C:20](=[N:21][CH:22]=1)[N:19]=[CH:18][CH:17]=[C:16]2[N:13]1[CH2:14][CH2:15][CH:10]([CH2:9][CH2:8][NH2:7])[CH2:11][CH2:12]1. The catalyst class is: 2. (3) Reactant: [C:1]([O:5][C:6]([N:8]1[C@@H:12]([CH2:13][NH:14][C:15]2[CH:20]=[CH:19][CH:18]=[CH:17][CH:16]=2)[CH2:11][O:10][C:9]1([CH3:22])[CH3:21])=[O:7])([CH3:4])([CH3:3])[CH3:2].CO[CH:25](OC)[C:26]1[CH:31]=[CH:30][CH:29]=[CH:28][CH:27]=1.FC(F)(F)C(O)=O.C(O[BH-](OC(=O)C)OC(=O)C)(=O)C.[Na+]. Product: [C:1]([O:5][C:6]([N:8]1[C@@H:12]([CH2:13][N:14]([CH2:25][C:26]2[CH:31]=[CH:30][CH:29]=[CH:28][CH:27]=2)[C:15]2[CH:16]=[CH:17][CH:18]=[CH:19][CH:20]=2)[CH2:11][O:10][C:9]1([CH3:22])[CH3:21])=[O:7])([CH3:4])([CH3:2])[CH3:3]. The catalyst class is: 26. (4) Reactant: [Cl:1][C:2]1[C:10]([F:11])=[C:9]2[C:5]([C:6]([S:12][C:13]3[C:14]([F:24])=[C:15]([CH:21]=[CH:22][CH:23]=3)[C:16]([O:18][CH2:19][CH3:20])=[O:17])=[CH:7][NH:8]2)=[CH:4][CH:3]=1.S(Cl)([Cl:28])(=O)=O. Product: [Cl:28][C:7]1[NH:8][C:9]2[C:5]([C:6]=1[S:12][C:13]1[C:14]([F:24])=[C:15]([CH:21]=[CH:22][CH:23]=1)[C:16]([O:18][CH2:19][CH3:20])=[O:17])=[CH:4][CH:3]=[C:2]([Cl:1])[C:10]=2[F:11]. The catalyst class is: 28. (5) Reactant: [O:1]1[C:6]2[CH:7]=[CH:8][CH:9]=[CH:10][C:5]=2[O:4][CH2:3][CH:2]1[C:11](Cl)=[O:12].[CH3:14][O:15][C:16]([CH:18]1[C:23](=[O:24])[CH2:22][CH2:21][NH:20][CH2:19]1)=[O:17].C(N(CC)CC)C.[OH-].[Na+]. Product: [CH3:14][O:15][C:16]([CH:18]1[C:23](=[O:24])[CH2:22][CH2:21][N:20]([C:11]([CH:2]2[O:1][C:6]3[CH:7]=[CH:8][CH:9]=[CH:10][C:5]=3[O:4][CH2:3]2)=[O:12])[CH2:19]1)=[O:17]. The catalyst class is: 18. (6) Reactant: [NH:1]1[C:5]([N:6]2[C:14]3[CH:13]=[CH:12][N:11]=[CH:10][C:9]=3[N:8]=[N:7]2)=[CH:4][CH:3]=[N:2]1.[C:15]([O:19][C:20](O[C:20]([O:19][C:15]([CH3:18])([CH3:17])[CH3:16])=[O:21])=[O:21])([CH3:18])([CH3:17])[CH3:16]. Product: [N:6]1([C:5]2[CH:4]=[CH:3][N:2]([C:20]([O:19][C:15]([CH3:18])([CH3:17])[CH3:16])=[O:21])[N:1]=2)[C:14]2[CH:13]=[CH:12][N:11]=[CH:10][C:9]=2[N:8]=[N:7]1. The catalyst class is: 2.